From a dataset of Catalyst prediction with 721,799 reactions and 888 catalyst types from USPTO. Predict which catalyst facilitates the given reaction. (1) Reactant: [C:1]([O:6][C:7]1[CH:12]=[CH:11][C:10]([P:13]([O:24][CH2:25][CH3:26])([CH2:15][P:16]([O:21][CH2:22][CH3:23])([O:18][CH2:19][CH3:20])=[O:17])=[O:14])=[CH:9][C:8]=1[C:27]([CH3:33])([CH3:32])[CH2:28][C:29](O)=[O:30])(=[O:5])[CH2:2][CH2:3][CH3:4].[CH3:34][CH:35]1[NH:40][CH2:39][CH2:38][N:37]([C:41]2[C:46]([O:47][CH3:48])=[C:45]3[N:49]([CH:57]4[CH2:59][CH2:58]4)[CH:50]=[C:51]([C:54]([OH:56])=[O:55])[C:52](=[O:53])[C:44]3=[CH:43][C:42]=2[F:60])[CH2:36]1.C(N(C(C)C)CC)(C)C.CN(C(ON1N=NC2C=CC=CC1=2)=[N+](C)C)C.F[P-](F)(F)(F)(F)F. Product: [C:1]([O:6][C:7]1[CH:12]=[CH:11][C:10]([P:13]([O:24][CH2:25][CH3:26])([CH2:15][P:16]([O:18][CH2:19][CH3:20])([O:21][CH2:22][CH3:23])=[O:17])=[O:14])=[CH:9][C:8]=1[C:27]([CH3:32])([CH3:33])[CH2:28][C:29]([N:40]1[CH2:39][CH2:38][N:37]([C:41]2[C:46]([O:47][CH3:48])=[C:45]3[C:44]([C:52](=[O:53])[C:51]([C:54]([OH:56])=[O:55])=[CH:50][N:49]3[CH:57]3[CH2:58][CH2:59]3)=[CH:43][C:42]=2[F:60])[CH2:36][CH:35]1[CH3:34])=[O:30])(=[O:5])[CH2:2][CH2:3][CH3:4]. The catalyst class is: 31. (2) Reactant: C(CC[NH:5][C:6]([C@H:8]1[CH2:10][C@H:9]1[C:11]1[CH:16]=[CH:15][C:14]([N:17]([CH2:22][CH:23]([CH3:25])[CH3:24])[CH2:18][CH:19]([CH3:21])[CH3:20])=[C:13]([N+:26]([O-:28])=[O:27])[CH:12]=1)=O)#N.C1(P(C2C=CC=CC=2)C2C=CC=CC=2)C=CC=CC=1.CCOC(/N=N/C(OCC)=O)=O.C[Si]([N:64]=[N+:65]=[N-:66])(C)C.[OH-].[Na+]. Product: [NH:5]1[C:6]([C@H:8]2[CH2:10][C@H:9]2[C:11]2[CH:16]=[CH:15][C:14]([N:17]([CH2:18][CH:19]([CH3:20])[CH3:21])[CH2:22][CH:23]([CH3:24])[CH3:25])=[C:13]([N+:26]([O-:28])=[O:27])[CH:12]=2)=[N:66][N:65]=[N:64]1. The catalyst class is: 1. (3) Reactant: [C:1]([N:9]1[CH2:14][CH2:13][N:12]([C:15](=[O:30])[C@@H:16]([O:18][C:19]2[CH:28]=[CH:27][CH:26]=[C:25]3[C:20]=2[CH:21]=[CH:22][C:23](Cl)=[N:24]3)[CH3:17])[C@H:11]([CH3:31])[CH2:10]1)(=[O:8])[C:2]1[CH:7]=[CH:6][CH:5]=[CH:4][CH:3]=1.[CH3:32][O-:33].[Na+]. Product: [C:1]([N:9]1[CH2:14][CH2:13][N:12]([C:15](=[O:30])[C@@H:16]([O:18][C:19]2[CH:28]=[CH:27][CH:26]=[C:25]3[C:20]=2[CH:21]=[CH:22][C:23]([O:33][CH3:32])=[N:24]3)[CH3:17])[C@H:11]([CH3:31])[CH2:10]1)(=[O:8])[C:2]1[CH:7]=[CH:6][CH:5]=[CH:4][CH:3]=1. The catalyst class is: 9.